Dataset: Forward reaction prediction with 1.9M reactions from USPTO patents (1976-2016). Task: Predict the product of the given reaction. (1) Given the reactants C[Si](Cl)(C)C.[C:6]1(=[O:13])[CH2:11][CH2:10][CH2:9][C:8](=[O:12])[CH2:7]1.[CH:14]([C:16]1[CH:23]=[CH:22][C:19]([C:20]#[N:21])=[CH:18][CH:17]=1)=O.[F:24][C:25]([F:37])([F:36])[C:26]1[CH:31]=[C:30]([NH:32][C:33]([NH2:35])=[O:34])[CH:29]=[CH:28][N:27]=1, predict the reaction product. The product is: [C:20]([C:19]1[CH:22]=[CH:23][C:16]([CH:14]([C:7]2[C:8](=[O:12])[CH2:9][CH2:10][CH2:11][C:6]=2[OH:13])[NH:35][C:33]([NH:32][C:30]2[CH:29]=[CH:28][N:27]=[C:26]([C:25]([F:24])([F:36])[F:37])[CH:31]=2)=[O:34])=[CH:17][CH:18]=1)#[N:21]. (2) Given the reactants CC(OC([NH:8][C:9]1[CH:14]=[CH:13][C:12]([C:15]2[S:16][CH:17]=[CH:18][CH:19]=2)=[CH:11][C:10]=1[NH:20][C:21]([C:23]1[CH:28]=[CH:27][C:26]([CH2:29][NH:30][CH2:31][P:32](=[O:39])([O:36][CH2:37][CH3:38])[O:33][CH2:34][CH3:35])=[CH:25][CH:24]=1)=[O:22])=O)(C)C.C(O)(C(F)(F)F)=O, predict the reaction product. The product is: [NH2:8][C:9]1[CH:14]=[CH:13][C:12]([C:15]2[S:16][CH:17]=[CH:18][CH:19]=2)=[CH:11][C:10]=1[NH:20][C:21]([C:23]1[CH:28]=[CH:27][C:26]([CH2:29][NH:30][CH2:31][P:32](=[O:39])([O:36][CH2:37][CH3:38])[O:33][CH2:34][CH3:35])=[CH:25][CH:24]=1)=[O:22]. (3) Given the reactants Cl[C:2]1[C:11]2[C:6](=[CH:7][C:8]([S:12]([NH:15][C:16]3[CH:21]=[CH:20][N:19]=[CH:18][N:17]=3)(=[O:14])=[O:13])=[CH:9][CH:10]=2)[N:5]=[CH:4][CH:3]=1.ClC1C=CC=CC=1B(O)O.C(=O)([O-])[O-].[K+].[K+].[F:38][C:39]1[CH:40]=[C:41](B(O)O)[CH:42]=[CH:43][CH:44]=1.[CH3:48][O:49][C:50]1[CH:51]=[CH:52][CH:53]=[C:54](OC)[C:55]=1C1C=CC=CC=1P(C1CCCCC1)C1CCCCC1.P([O-])([O-])([O-])=O.[K+].[K+].[K+], predict the reaction product. The product is: [F:38][C:39]1[CH:40]=[C:41]([C:53]2[CH:52]=[CH:51][C:50]([O:49][CH3:48])=[C:55]([C:2]3[C:11]4[C:6](=[CH:7][C:8]([S:12]([NH:15][C:16]5[CH:21]=[CH:20][N:19]=[CH:18][N:17]=5)(=[O:14])=[O:13])=[CH:9][CH:10]=4)[N:5]=[CH:4][CH:3]=3)[CH:54]=2)[CH:42]=[CH:43][CH:44]=1. (4) Given the reactants [OH:1][CH2:2][CH2:3][C@H:4]([N:13]1[CH2:17][CH2:16][C@H:15]([NH:18][C:19](=[O:25])[O:20][C:21]([CH3:24])([CH3:23])[CH3:22])[C:14]1=[O:26])[C:5]([N:7]1[CH2:12][CH2:11][O:10][CH2:9][CH2:8]1)=[O:6].C[N+]1([O-])CCOCC1, predict the reaction product. The product is: [N:7]1([C:5]([C@@H:4]([N:13]2[CH2:17][CH2:16][C@H:15]([NH:18][C:19](=[O:25])[O:20][C:21]([CH3:22])([CH3:23])[CH3:24])[C:14]2=[O:26])[CH2:3][CH:2]=[O:1])=[O:6])[CH2:12][CH2:11][O:10][CH2:9][CH2:8]1. (5) Given the reactants [CH:1]1([C@:4]2([C:11]#[N:12])[CH2:8][C@H:7]([CH3:9])[NH:6][C:5]2=[O:10])[CH2:3][CH2:2]1.[Cl:13][C:14]1[CH:19]=[CH:18][N:17]=[C:16]([NH:20][C:21]2[CH:22]=[N:23][N:24]([C:26]([CH3:30])([CH3:29])[CH2:27][OH:28])[CH:25]=2)[N:15]=1.C(=O)([O-])[O-].[K+].[K+].C1(P(C2C=CC=CC=2)C2C3OC4C(=CC=CC=4P(C4C=CC=CC=4)C4C=CC=CC=4)C(C)(C)C=3C=CC=2)C=CC=CC=1, predict the reaction product. The product is: [ClH:13].[CH:1]1([C@:4]2([C:11]#[N:12])[CH2:8][C@H:7]([CH3:9])[N:6]([C:14]3[CH:19]=[CH:18][N:17]=[C:16]([NH:20][C:21]4[CH:22]=[N:23][N:24]([C:26]([CH3:30])([CH3:29])[CH2:27][OH:28])[CH:25]=4)[N:15]=3)[C:5]2=[O:10])[CH2:2][CH2:3]1. (6) Given the reactants [OH:1][C:2]1[CH:3]=[C:4]([CH:7]=[C:8]([OH:10])[CH:9]=1)[CH:5]=O.[NH2:11][C:12]1[CH:17]=[CH:16][C:15]([OH:18])=[CH:14][CH:13]=1.S([O-])([O-])(=O)=O.[Na+].[Na+], predict the reaction product. The product is: [OH:18][C:15]1[CH:16]=[CH:17][C:12](/[N:11]=[CH:5]/[C:4]2[CH:7]=[C:8]([OH:10])[CH:9]=[C:2]([OH:1])[CH:3]=2)=[CH:13][CH:14]=1. (7) The product is: [F:18][C:2]1([F:1])[CH2:3][CH2:4][CH:5]([NH:8][C:9]2[N:17]=[CH:16][CH:15]=[CH:14][C:10]=2[C:11]([NH:54][C:50]([CH3:51])([C:52]#[CH:53])[CH3:49])=[O:13])[CH2:6][CH2:7]1. Given the reactants [F:1][C:2]1([F:18])[CH2:7][CH2:6][CH:5]([NH:8][C:9]2[N:17]=[CH:16][CH:15]=[CH:14][C:10]=2[C:11]([OH:13])=O)[CH2:4][CH2:3]1.CCN=C=NCCCN(C)C.C1C=CC2N(O)N=NC=2C=1.CCN(C(C)C)C(C)C.[CH3:49][C:50]([NH2:54])([C:52]#[CH:53])[CH3:51], predict the reaction product.